This data is from Peptide-MHC class II binding affinity with 134,281 pairs from IEDB. The task is: Regression. Given a peptide amino acid sequence and an MHC pseudo amino acid sequence, predict their binding affinity value. This is MHC class II binding data. The peptide sequence is IGITDRDFIEGVHGG. The MHC is HLA-DQA10201-DQB10402 with pseudo-sequence HLA-DQA10201-DQB10402. The binding affinity (normalized) is 0.178.